This data is from Reaction yield outcomes from USPTO patents with 853,638 reactions. The task is: Predict the reaction yield, written as a fraction of the theoretical maximum amount of product (1.0 means a 100% yield; for example, 0.34 means a 34% yield). (1) The reactants are [OH:1][C:2]1[C:3]([CH3:8])=[N:4][CH:5]=[CH:6][CH:7]=1.[H-].[Na+].[Cl:11][CH2:12][CH2:13][CH2:14]I.[Na+].[Cl-]. The catalyst is CN(C)C=O.O. The product is [Cl:11][CH2:12][CH2:13][CH2:14][O:1][C:2]1[C:3]([CH3:8])=[N:4][CH:5]=[CH:6][CH:7]=1. The yield is 0.962. (2) The reactants are [NH2:1][C:2]1[N:6]([C:7]2[CH:12]=[CH:11][CH:10]=[C:9]([Br:13])[CH:8]=2)[N:5]=[C:4]([C:14]([O:16][CH2:17][CH3:18])=[O:15])[C:3]=1[SH:19].[CH2:20](OC(OCC)OCC)C.B(F)(F)F.CCOCC. No catalyst specified. The product is [Br:13][C:9]1[CH:8]=[C:7]([N:6]2[C:2]3[N:1]=[CH:20][S:19][C:3]=3[C:4]([C:14]([O:16][CH2:17][CH3:18])=[O:15])=[N:5]2)[CH:12]=[CH:11][CH:10]=1. The yield is 0.680. (3) The reactants are C([O:4][C:5]1[CH:10]=[CH:9][CH:8]=[CH:7][C:6]=1[C:11](=[O:31])[NH:12][C:13]1[CH:14]=[C:15]2[C:19](=[CH:20][CH:21]=1)[N:18](C(=O)C)[N:17]=[C:16]2[C:25]1[CH:30]=[CH:29][CH:28]=[CH:27][CH:26]=1)(=O)C.N.Cl. The catalyst is CO. The product is [OH:4][C:5]1[CH:10]=[CH:9][CH:8]=[CH:7][C:6]=1[C:11]([NH:12][C:13]1[CH:14]=[C:15]2[C:19](=[CH:20][CH:21]=1)[NH:18][N:17]=[C:16]2[C:25]1[CH:26]=[CH:27][CH:28]=[CH:29][CH:30]=1)=[O:31]. The yield is 0.570.